Task: Predict the product of the given reaction.. Dataset: Forward reaction prediction with 1.9M reactions from USPTO patents (1976-2016) (1) The product is: [N+:1]([C:4]1[CH:14]=[CH:13][CH:12]=[C:6]2[C:7]([N:15]([C:16]3[CH:24]=[CH:23][CH:22]=[C:18]([C:19]([OH:21])=[O:20])[CH:17]=3)[C:10](=[O:11])[C:5]=12)=[O:9])([O-:3])=[O:2]. Given the reactants [N+:1]([C:4]1[CH:14]=[CH:13][CH:12]=[C:6]2[C:7]([O:9][C:10](=[O:11])[C:5]=12)=O)([O-:3])=[O:2].[NH2:15][C:16]1[CH:17]=[C:18]([CH:22]=[CH:23][CH:24]=1)[C:19]([OH:21])=[O:20], predict the reaction product. (2) The product is: [C:18]1([N:9]2[C:8]3[C:3](=[O:2])[NH:4][CH:5]=[CH:6][C:7]=3[C:11]([C:12]3[CH:13]=[CH:14][CH:15]=[CH:16][CH:17]=3)=[N:10]2)[CH:23]=[CH:22][CH:21]=[CH:20][CH:19]=1. Given the reactants C[O:2][C:3]1[N:4]=[CH:5][CH:6]=[C:7]2[C:11]([C:12]3[CH:17]=[CH:16][CH:15]=[CH:14][CH:13]=3)=[N:10][N:9]([C:18]3[CH:23]=[CH:22][CH:21]=[CH:20][CH:19]=3)[C:8]=12.[I-].[Na+].Cl[Si](C)(C)C, predict the reaction product. (3) Given the reactants [C:1]([C:5]1[CH:10]=[CH:9][C:8]([NH:11][C:12](=[O:23])[NH:13][C@H:14]([CH:20]([CH3:22])[CH3:21])[CH2:15][C:16](OC)=[O:17])=[CH:7][CH:6]=1)([CH3:4])([CH3:3])[CH3:2].[Li+].[BH4-], predict the reaction product. The product is: [C:1]([C:5]1[CH:10]=[CH:9][C:8]([NH:11][C:12]([NH:13][C@H:14]([CH:20]([CH3:22])[CH3:21])[CH2:15][CH2:16][OH:17])=[O:23])=[CH:7][CH:6]=1)([CH3:4])([CH3:3])[CH3:2]. (4) Given the reactants [Cl:1][C:2]1[CH:7]=[CH:6][CH:5]=[C:4]([Cl:8])[C:3]=1[NH2:9].C[Si](C)(C)[N-][Si](C)(C)C.[Li+].CO/[CH:22]=[C:23](\[C:30]([O:32][CH3:33])=[O:31])/[CH:24]=[CH:25]/[C:26]([O:28][CH3:29])=[O:27], predict the reaction product. The product is: [Cl:1][C:2]1[CH:7]=[CH:6][CH:5]=[C:4]([Cl:8])[C:3]=1[NH:9]/[CH:22]=[C:23](\[C:30]([O:32][CH3:33])=[O:31])/[CH:24]=[CH:25]/[C:26]([O:28][CH3:29])=[O:27]. (5) The product is: [N:1]1[N:5]2[CH2:6][CH2:7][CH2:8][CH2:9][C:4]2=[C:3]([CH:10]=[O:11])[CH:2]=1. Given the reactants [N:1]1[N:5]2[CH:6]=[CH:7][CH:8]=[CH:9][C:4]2=[C:3]([CH:10]=[O:11])[CH:2]=1, predict the reaction product. (6) Given the reactants [C:1]([O:4][C:5]1[C:10]([CH3:11])=[CH:9][C:8]([O:12]C(=O)C)=[CH:7][C:6]=1[C:16]([CH3:19])([CH3:18])[CH3:17])(=[O:3])[CH3:2].S(S([O-])=O)([O-])=O.[Na+].[Na+].[OH-].[Na+].Cl, predict the reaction product. The product is: [C:1]([O:4][C:5]1[C:10]([CH3:11])=[CH:9][C:8]([OH:12])=[CH:7][C:6]=1[C:16]([CH3:19])([CH3:18])[CH3:17])(=[O:3])[CH3:2]. (7) Given the reactants [Br:1][C:2]1[C:3]2[N:4]([C:8]([NH:11][CH3:12])=[N:9][N:10]=2)[CH:5]=[CH:6][CH:7]=1.C[Si]([N-][Si](C)(C)C)(C)C.[K+].[C:31](O[C:31]([O:33][C:34]([CH3:37])([CH3:36])[CH3:35])=[O:32])([O:33][C:34]([CH3:37])([CH3:36])[CH3:35])=[O:32], predict the reaction product. The product is: [Br:1][C:2]1[C:3]2[N:4]([C:8]([N:11]([CH3:12])[C:31](=[O:32])[O:33][C:34]([CH3:35])([CH3:36])[CH3:37])=[N:9][N:10]=2)[CH:5]=[CH:6][CH:7]=1.